This data is from Peptide-MHC class I binding affinity with 185,985 pairs from IEDB/IMGT. The task is: Regression. Given a peptide amino acid sequence and an MHC pseudo amino acid sequence, predict their binding affinity value. This is MHC class I binding data. (1) The MHC is HLA-A02:02 with pseudo-sequence HLA-A02:02. The binding affinity (normalized) is 0.651. The peptide sequence is ILAKYRKSV. (2) The peptide sequence is AEMWAQDA. The MHC is HLA-B27:05 with pseudo-sequence HLA-B27:05. The binding affinity (normalized) is 0. (3) The peptide sequence is VLYDEFVTI. The MHC is H-2-Db with pseudo-sequence H-2-Db. The binding affinity (normalized) is 0. (4) The peptide sequence is QLFIKDYRY. The MHC is Mamu-A02 with pseudo-sequence Mamu-A02. The binding affinity (normalized) is 0.322. (5) The peptide sequence is STMPLSWMY. The MHC is HLA-B07:02 with pseudo-sequence HLA-B07:02. The binding affinity (normalized) is 0.0847. (6) The peptide sequence is GFMRFFQLL. The MHC is HLA-B08:01 with pseudo-sequence HLA-B08:01. The binding affinity (normalized) is 0.919. (7) The peptide sequence is QKDPPFQWMGY. The MHC is Mamu-B17 with pseudo-sequence Mamu-B17. The binding affinity (normalized) is 0. (8) The peptide sequence is RAEVSLHEV. The MHC is HLA-A23:01 with pseudo-sequence HLA-A23:01. The binding affinity (normalized) is 0.